From a dataset of Catalyst prediction with 721,799 reactions and 888 catalyst types from USPTO. Predict which catalyst facilitates the given reaction. (1) Reactant: [OH:1][C:2]1[CH:3]=[C:4]([CH:8]=[CH:9][C:10]=1[OH:11])[C:5](O)=O.[NH2:12][NH:13][C:14]([NH2:16])=[S:15].P(Cl)(Cl)(Cl)=O.C(=O)(O)[O-].[Na+]. Product: [CH:2]1([NH:16][C:14]2[S:15][C:5]([C:4]3[CH:3]=[C:2]([OH:1])[C:10]([OH:11])=[CH:9][CH:8]=3)=[N:12][N:13]=2)[CH2:3][CH2:4][CH2:8][CH2:9][CH2:10]1. The catalyst class is: 12. (2) Reactant: [Cl:1][C:2]1[CH:16]=[CH:15][C:14]([Cl:17])=[CH:13][C:3]=1[C:4]([C:6]1[CH:11]=[CH:10][C:9](F)=[CH:8][CH:7]=1)=[O:5].[NH:18]1[CH:22]=[CH:21][N:20]=[CH:19]1.C(=O)([O-])[O-].[K+].[K+].CN(C)C(=O)C. Product: [Cl:1][C:2]1[CH:16]=[CH:15][C:14]([Cl:17])=[CH:13][C:3]=1[C:4]([C:6]1[CH:11]=[CH:10][C:9]([N:18]2[CH:22]=[CH:21][N:20]=[CH:19]2)=[CH:8][CH:7]=1)=[O:5]. The catalyst class is: 6. (3) Reactant: [CH2:1]([N:8]1[C@@H:13]([CH3:14])[CH2:12][O:11][CH2:10][C:9]1=[O:15])[C:2]1[CH:7]=[CH:6][CH:5]=[CH:4][CH:3]=1.[Li+].CC([N-]C(C)C)C.[F:24][C:25]1[CH:32]=[CH:31][C:28]([CH2:29]Br)=[CH:27][CH:26]=1. Product: [CH2:1]([N:8]1[CH:13]([CH3:14])[CH2:12][O:11][C@@H:10]([CH2:29][C:28]2[CH:31]=[CH:32][C:25]([F:24])=[CH:26][CH:27]=2)[C:9]1=[O:15])[C:2]1[CH:3]=[CH:4][CH:5]=[CH:6][CH:7]=1. The catalyst class is: 1. (4) Reactant: [NH:1]1[C:9]2[C:4](=[CH:5][C:6](B(O)O)=[CH:7][CH:8]=2)[CH:3]=[CH:2]1.Br[C:14]1[CH:15]=[C:16]([CH:18]=[CH:19][CH:20]=1)[NH2:17].C([O-])([O-])=O.[Na+].[Na+]. Product: [NH:1]1[C:9]2[C:4](=[CH:5][C:6]([C:14]3[CH:15]=[C:16]([NH2:17])[CH:18]=[CH:19][CH:20]=3)=[CH:7][CH:8]=2)[CH:3]=[CH:2]1. The catalyst class is: 104. (5) Reactant: [Br:1][C:2]1[CH:17]=[CH:16][C:5]2[N:6]([CH:11]3[CH2:15][CH2:14][NH:13][CH2:12]3)[CH2:7][CH2:8][CH2:9][CH2:10][C:4]=2[CH:3]=1.C=O.[C:20](O)(=O)C.[BH3-]C#N.[Na+].[OH-].[Na+]. Product: [Br:1][C:2]1[CH:17]=[CH:16][C:5]2[N:6]([CH:11]3[CH2:15][CH2:14][N:13]([CH3:20])[CH2:12]3)[CH2:7][CH2:8][CH2:9][CH2:10][C:4]=2[CH:3]=1. The catalyst class is: 5.